Dataset: Peptide-MHC class II binding affinity with 134,281 pairs from IEDB. Task: Regression. Given a peptide amino acid sequence and an MHC pseudo amino acid sequence, predict their binding affinity value. This is MHC class II binding data. The peptide sequence is AFILDWDNLFPKV. The MHC is HLA-DQA10501-DQB10201 with pseudo-sequence HLA-DQA10501-DQB10201. The binding affinity (normalized) is 0.955.